This data is from NCI-60 drug combinations with 297,098 pairs across 59 cell lines. The task is: Regression. Given two drug SMILES strings and cell line genomic features, predict the synergy score measuring deviation from expected non-interaction effect. (1) Drug 1: CN(CCCl)CCCl.Cl. Drug 2: CC1=C(C(=O)C2=C(C1=O)N3CC4C(C3(C2COC(=O)N)OC)N4)N. Cell line: SK-MEL-5. Synergy scores: CSS=49.2, Synergy_ZIP=-5.66, Synergy_Bliss=-2.40, Synergy_Loewe=-19.0, Synergy_HSA=1.35. (2) Drug 1: CC(CN1CC(=O)NC(=O)C1)N2CC(=O)NC(=O)C2. Drug 2: C1CC(=O)NC(=O)C1N2C(=O)C3=CC=CC=C3C2=O. Cell line: NCI/ADR-RES. Synergy scores: CSS=9.44, Synergy_ZIP=0.104, Synergy_Bliss=6.77, Synergy_Loewe=5.07, Synergy_HSA=5.05. (3) Drug 1: C(CC(=O)O)C(=O)CN.Cl. Drug 2: N.N.Cl[Pt+2]Cl. Cell line: MDA-MB-231. Synergy scores: CSS=57.3, Synergy_ZIP=-2.87, Synergy_Bliss=-2.01, Synergy_Loewe=-4.61, Synergy_HSA=2.90.